Task: Regression. Given two drug SMILES strings and cell line genomic features, predict the synergy score measuring deviation from expected non-interaction effect.. Dataset: NCI-60 drug combinations with 297,098 pairs across 59 cell lines (1) Drug 1: CC1=C(C=C(C=C1)NC2=NC=CC(=N2)N(C)C3=CC4=NN(C(=C4C=C3)C)C)S(=O)(=O)N.Cl. Drug 2: C1=NC2=C(N1)C(=S)N=CN2. Cell line: IGROV1. Synergy scores: CSS=4.56, Synergy_ZIP=-1.03, Synergy_Bliss=-2.18, Synergy_Loewe=-5.66, Synergy_HSA=-3.55. (2) Drug 1: CC12CCC3C(C1CCC2=O)CC(=C)C4=CC(=O)C=CC34C. Drug 2: C1C(C(OC1N2C=C(C(=O)NC2=O)F)CO)O. Cell line: A498. Synergy scores: CSS=53.2, Synergy_ZIP=-0.180, Synergy_Bliss=0.594, Synergy_Loewe=3.91, Synergy_HSA=4.36.